From a dataset of NCI-60 drug combinations with 297,098 pairs across 59 cell lines. Regression. Given two drug SMILES strings and cell line genomic features, predict the synergy score measuring deviation from expected non-interaction effect. (1) Drug 1: C1=NC2=C(N=C(N=C2N1C3C(C(C(O3)CO)O)O)F)N. Drug 2: COCCOC1=C(C=C2C(=C1)C(=NC=N2)NC3=CC=CC(=C3)C#C)OCCOC.Cl. Cell line: HOP-92. Synergy scores: CSS=9.33, Synergy_ZIP=-5.81, Synergy_Bliss=-5.61, Synergy_Loewe=-4.03, Synergy_HSA=-3.70. (2) Drug 1: COC1=C(C=C2C(=C1)N=CN=C2NC3=CC(=C(C=C3)F)Cl)OCCCN4CCOCC4. Drug 2: CC1OCC2C(O1)C(C(C(O2)OC3C4COC(=O)C4C(C5=CC6=C(C=C35)OCO6)C7=CC(=C(C(=C7)OC)O)OC)O)O. Cell line: BT-549. Synergy scores: CSS=43.2, Synergy_ZIP=0.184, Synergy_Bliss=1.75, Synergy_Loewe=4.59, Synergy_HSA=6.52. (3) Drug 1: C1=CC(=CC=C1CCCC(=O)O)N(CCCl)CCCl. Drug 2: C1C(C(OC1N2C=NC3=C(N=C(N=C32)Cl)N)CO)O. Cell line: MDA-MB-435. Synergy scores: CSS=-4.11, Synergy_ZIP=-1.28, Synergy_Bliss=-4.20, Synergy_Loewe=-7.44, Synergy_HSA=-6.44.